From a dataset of NCI-60 drug combinations with 297,098 pairs across 59 cell lines. Regression. Given two drug SMILES strings and cell line genomic features, predict the synergy score measuring deviation from expected non-interaction effect. (1) Cell line: LOX IMVI. Drug 1: CCN(CC)CCCC(C)NC1=C2C=C(C=CC2=NC3=C1C=CC(=C3)Cl)OC. Drug 2: N.N.Cl[Pt+2]Cl. Synergy scores: CSS=68.3, Synergy_ZIP=4.55, Synergy_Bliss=4.48, Synergy_Loewe=7.61, Synergy_HSA=10.2. (2) Drug 1: C1=CC(=CC=C1CCCC(=O)O)N(CCCl)CCCl. Drug 2: C1CN(CCN1C(=O)CCBr)C(=O)CCBr. Cell line: CAKI-1. Synergy scores: CSS=57.9, Synergy_ZIP=-9.41, Synergy_Bliss=-7.44, Synergy_Loewe=-3.29, Synergy_HSA=-0.896. (3) Drug 1: COC1=CC(=CC(=C1O)OC)C2C3C(COC3=O)C(C4=CC5=C(C=C24)OCO5)OC6C(C(C7C(O6)COC(O7)C8=CC=CS8)O)O. Drug 2: C1=CC(=CC=C1CC(C(=O)O)N)N(CCCl)CCCl.Cl. Cell line: HCT116. Synergy scores: CSS=52.4, Synergy_ZIP=-5.19, Synergy_Bliss=-1.20, Synergy_Loewe=-13.5, Synergy_HSA=0.947. (4) Drug 1: CC(C1=C(C=CC(=C1Cl)F)Cl)OC2=C(N=CC(=C2)C3=CN(N=C3)C4CCNCC4)N. Drug 2: C1=NC2=C(N=C(N=C2N1C3C(C(C(O3)CO)O)O)F)N. Cell line: IGROV1. Synergy scores: CSS=3.76, Synergy_ZIP=-0.409, Synergy_Bliss=-0.591, Synergy_Loewe=-5.23, Synergy_HSA=-2.03. (5) Drug 1: C1=NC2=C(N=C(N=C2N1C3C(C(C(O3)CO)O)F)Cl)N. Drug 2: C1CN(P(=O)(OC1)NCCCl)CCCl. Cell line: NCI-H322M. Synergy scores: CSS=-0.935, Synergy_ZIP=0.630, Synergy_Bliss=-0.726, Synergy_Loewe=0.250, Synergy_HSA=-2.58. (6) Drug 1: CN1CCC(CC1)COC2=C(C=C3C(=C2)N=CN=C3NC4=C(C=C(C=C4)Br)F)OC. Drug 2: C1=CN(C(=O)N=C1N)C2C(C(C(O2)CO)O)O.Cl. Cell line: A549. Synergy scores: CSS=36.7, Synergy_ZIP=-2.11, Synergy_Bliss=-2.13, Synergy_Loewe=-16.6, Synergy_HSA=1.78. (7) Drug 1: CC1=CC=C(C=C1)C2=CC(=NN2C3=CC=C(C=C3)S(=O)(=O)N)C(F)(F)F. Drug 2: CC1=C(N=C(N=C1N)C(CC(=O)N)NCC(C(=O)N)N)C(=O)NC(C(C2=CN=CN2)OC3C(C(C(C(O3)CO)O)O)OC4C(C(C(C(O4)CO)O)OC(=O)N)O)C(=O)NC(C)C(C(C)C(=O)NC(C(C)O)C(=O)NCCC5=NC(=CS5)C6=NC(=CS6)C(=O)NCCC[S+](C)C)O. Cell line: UACC62. Synergy scores: CSS=20.3, Synergy_ZIP=-2.41, Synergy_Bliss=-2.52, Synergy_Loewe=-2.41, Synergy_HSA=-1.07.